From a dataset of Peptide-MHC class II binding affinity with 134,281 pairs from IEDB. Regression. Given a peptide amino acid sequence and an MHC pseudo amino acid sequence, predict their binding affinity value. This is MHC class II binding data. (1) The peptide sequence is VDAAFKVAATAANAAPANDK. The MHC is DRB1_1302 with pseudo-sequence DRB1_1302. The binding affinity (normalized) is 0.704. (2) The peptide sequence is LEAKATFYGSNPRGA. The MHC is HLA-DPA10103-DPB10401 with pseudo-sequence HLA-DPA10103-DPB10401. The binding affinity (normalized) is 0.0528. (3) The peptide sequence is VKQNTLKLATGMRNV. The MHC is DRB3_0101 with pseudo-sequence DRB3_0101. The binding affinity (normalized) is 0.246.